This data is from Forward reaction prediction with 1.9M reactions from USPTO patents (1976-2016). The task is: Predict the product of the given reaction. Given the reactants C(O[C:4](=O)[CH2:5][CH2:6][C:7]([N:9]1[CH:13]([CH2:14][C:15]2[CH:20]=[CH:19][CH:18]=[CH:17][CH:16]=2)[CH2:12][O:11][C:10]1=[O:21])=[O:8])C.BrC[C:25]([O:27][C:28]([CH3:31])([CH3:30])[CH3:29])=[O:26], predict the reaction product. The product is: [CH2:12]([O:11][C:10](=[O:21])[CH:6]([C:7]([N:9]1[CH:13]([CH2:14][C:15]2[CH:16]=[CH:17][CH:18]=[CH:19][CH:20]=2)[CH2:12][O:11][C:10]1=[O:21])=[O:8])[CH2:5][CH2:4][C:25]([O:27][C:28]([CH3:31])([CH3:30])[CH3:29])=[O:26])[CH3:13].